Dataset: Forward reaction prediction with 1.9M reactions from USPTO patents (1976-2016). Task: Predict the product of the given reaction. (1) Given the reactants CCN(C(C)C)C(C)C.CS(O[CH2:15][CH2:16][O:17][C:18]1[CH:23]=[CH:22][C:21]([CH:24]2[CH2:29][CH2:28][N:27]([C:30]3[CH:31]=[CH:32][C:33]4[N:34]([C:36]([C:39]([F:42])([F:41])[F:40])=[N:37][N:38]=4)[N:35]=3)[CH2:26][CH2:25]2)=[CH:20][CH:19]=1)(=O)=O.[C:43]([N:46]1[CH2:51][CH2:50][NH:49][CH2:48][CH2:47]1)(=[O:45])[CH3:44].[OH-].[Na+], predict the reaction product. The product is: [C:43]([N:46]1[CH2:51][CH2:50][N:49]([CH2:15][CH2:16][O:17][C:18]2[CH:23]=[CH:22][C:21]([CH:24]3[CH2:25][CH2:26][N:27]([C:30]4[CH:31]=[CH:32][C:33]5[N:34]([C:36]([C:39]([F:41])([F:40])[F:42])=[N:37][N:38]=5)[N:35]=4)[CH2:28][CH2:29]3)=[CH:20][CH:19]=2)[CH2:48][CH2:47]1)(=[O:45])[CH3:44]. (2) Given the reactants [CH3:1][Mg]Cl.[S:4]1[CH:8]=[C:7]([C:9]2[CH:16]=[CH:15][C:12]([CH:13]=[O:14])=[CH:11][CH:10]=2)[N:6]=[N:5]1, predict the reaction product. The product is: [S:4]1[CH:8]=[C:7]([C:9]2[CH:10]=[CH:11][C:12]([CH:13]([OH:14])[CH3:1])=[CH:15][CH:16]=2)[N:6]=[N:5]1. (3) Given the reactants C([O:3][C:4]([C:6]1[C:15](=[O:16])[N:14]2[C:9]([CH:10]=[CH:11][CH:12]=[CH:13]2)=[CH:8][CH:7]=1)=[O:5])C.[OH-].[Na+].O.Cl, predict the reaction product. The product is: [CH:8]1[CH:7]=[C:6]([C:4]([OH:5])=[O:3])[C:15](=[O:16])[N:14]2[C:9]=1[CH:10]=[CH:11][CH:12]=[CH:13]2. (4) Given the reactants [N+:1]([C:4]1[C:5]([F:15])=[C:6]([Cl:14])[C:7]([F:13])=[C:8]([CH:12]=1)[C:9](O)=[O:10])([O-:3])=[O:2].C(Cl)(=O)C([Cl:19])=O, predict the reaction product. The product is: [N+:1]([C:4]1[C:5]([F:15])=[C:6]([Cl:14])[C:7]([F:13])=[C:8]([CH:12]=1)[C:9]([Cl:19])=[O:10])([O-:3])=[O:2]. (5) Given the reactants [CH3:1][S:2](Cl)(=[O:4])=[O:3].[CH2:6]([C:8]1[CH:13]=[C:12]([C:14]2[CH2:15][CH2:16][NH:17][CH2:18][CH:19]=2)[CH:11]=[CH:10][C:9]=1[N:20]([CH3:31])[C:21]1[N:26]=[CH:25][C:24]2[N:27]=[CH:28][N:29]([CH3:30])[C:23]=2[CH:22]=1)[CH3:7].C(N(CC)CC)C, predict the reaction product. The product is: [CH2:6]([C:8]1[CH:13]=[C:12]([C:14]2[CH2:15][CH2:16][N:17]([S:2]([CH3:1])(=[O:4])=[O:3])[CH2:18][CH:19]=2)[CH:11]=[CH:10][C:9]=1[N:20]([CH3:31])[C:21]1[N:26]=[CH:25][C:24]2[N:27]=[CH:28][N:29]([CH3:30])[C:23]=2[CH:22]=1)[CH3:7]. (6) Given the reactants [CH2:1]([C@@H:5]1[NH:10][CH2:9][C@H:8]([C:11]2[CH:16]=[CH:15][C:14]([C:17]([F:20])([F:19])[F:18])=[CH:13][CH:12]=2)[NH:7][C:6]1=[O:21])[CH:2]([CH3:4])[CH3:3].[C:22]1([C@@H:28]2[CH2:30][C@H:29]2[C:31](O)=[O:32])[CH:27]=[CH:26][CH:25]=[CH:24][CH:23]=1.C([C@@H]1N(C([C@@H]2C[C@H]2C2C=CC=CC=2)=O)C[C@H](CC(C)C)NC1=O)C(C)C, predict the reaction product. The product is: [CH2:1]([C@@H:5]1[N:10]([C:31]([C@@H:29]2[CH2:30][C@H:28]2[C:22]2[CH:27]=[CH:26][CH:25]=[CH:24][CH:23]=2)=[O:32])[CH2:9][C@H:8]([C:11]2[CH:16]=[CH:15][C:14]([C:17]([F:20])([F:18])[F:19])=[CH:13][CH:12]=2)[NH:7][C:6]1=[O:21])[CH:2]([CH3:4])[CH3:3].